Dataset: Reaction yield outcomes from USPTO patents with 853,638 reactions. Task: Predict the reaction yield, written as a fraction of the theoretical maximum amount of product (1.0 means a 100% yield; for example, 0.34 means a 34% yield). (1) The product is [NH2:56][C:53]1[S:54][CH:55]=[C:51](/[C:22](=[N:21]/[O:20][C:17]2([C:15]([OH:16])=[O:14])[CH2:19][CH2:18]2)/[C:23]([NH:25][C@@H:26]2[C:29](=[O:30])[N:28]([S:31]([O-:34])(=[O:33])=[O:32])[C@@H:27]2[CH2:35][N:36]2[N:40]=[C:39]([CH2:41][S:42][CH:43]3[CH2:44][N:45]4[CH:49]=[N:48][CH:47]=[N+:46]4[CH2:50]3)[CH:38]=[N:37]2)=[O:24])[N:52]=1. The catalyst is C(Cl)Cl. The yield is 0.0800. The reactants are C([O:14][C:15]([C:17]1([O:20]/[N:21]=[C:22](/[C:51]2[N:52]=[C:53]([NH:56]C(OC(C)(C)C)=O)[S:54][CH:55]=2)\[C:23]([NH:25][C@@H:26]2[C:29](=[O:30])[N:28]([S:31]([O-:34])(=[O:33])=[O:32])[C@@H:27]2[CH2:35][N:36]2[N:40]=[C:39]([CH2:41][S:42][CH:43]3[CH2:50][N:46]4[CH:47]=[N:48][CH:49]=[N+:45]4[CH2:44]3)[CH:38]=[N:37]2)=[O:24])[CH2:19][CH2:18]1)=[O:16])(C1C=CC=CC=1)C1C=CC=CC=1.C1(OC)C=CC=CC=1.C(O)(C(F)(F)F)=O. (2) The reactants are Cl.[NH2:2][CH2:3][C:4]1[CH:13]=[CH:12][C:7]([C:8]([O:10][CH3:11])=[O:9])=[CH:6][N:5]=1.C(N(C(C)C)C(C)C)C.[C:23](Cl)(=[O:27])[CH:24]([CH3:26])[CH3:25]. The catalyst is C(Cl)Cl. The product is [C:23]([NH:2][CH2:3][C:4]1[CH:13]=[CH:12][C:7]([C:8]([O:10][CH3:11])=[O:9])=[CH:6][N:5]=1)(=[O:27])[CH:24]([CH3:26])[CH3:25]. The yield is 1.00. (3) The reactants are [O:1]1[CH2:6][CH2:5][O:4][C:3]2[C:7]([CH2:11][NH2:12])=[CH:8][CH:9]=[CH:10][C:2]1=2.[N:13]1[CH:18]=[CH:17][CH:16]=[CH:15][C:14]=1[CH2:19][CH2:20][NH2:21]. No catalyst specified. The product is [O:1]1[CH2:6][CH2:5][O:4][C:3]2[C:7]([CH2:11][NH:12][C:3](=[O:4])[C:2]([NH:21][CH2:20][CH2:19][C:14]3[CH:15]=[CH:16][CH:17]=[CH:18][N:13]=3)=[O:1])=[CH:8][CH:9]=[CH:10][C:2]1=2. The yield is 0.500. (4) The reactants are C([Li])CCC.[C:6]([C:10]1[O:11][CH:12]=[CH:13][CH:14]=1)([CH3:9])([CH3:8])[CH3:7].[C:15](=[O:17])=[O:16]. The catalyst is C1COCC1. The product is [C:6]([C:10]1[O:11][C:12]([C:15]([OH:17])=[O:16])=[CH:13][CH:14]=1)([CH3:9])([CH3:8])[CH3:7]. The yield is 0.690.